This data is from TCR-epitope binding with 47,182 pairs between 192 epitopes and 23,139 TCRs. The task is: Binary Classification. Given a T-cell receptor sequence (or CDR3 region) and an epitope sequence, predict whether binding occurs between them. (1) The TCR CDR3 sequence is CASSARASGGDEQFF. Result: 0 (the TCR does not bind to the epitope). The epitope is RLDKVEAEV. (2) The epitope is KTSVDCTMYI. The TCR CDR3 sequence is CASSLRAGVDVPEQFF. Result: 0 (the TCR does not bind to the epitope).